From a dataset of Forward reaction prediction with 1.9M reactions from USPTO patents (1976-2016). Predict the product of the given reaction. (1) Given the reactants [NH2:1][CH:2]=[C:3]([C:7]#[N:8])[C:4]([NH2:6])=O.P(Cl)(Cl)(Cl)=O.[C:14]1(C)[CH:19]=[CH:18][CH:17]=[CH:16][CH:15]=1, predict the reaction product. The product is: [NH2:6][C:4]1[C:19]2[C:14](=[CH:15][CH:16]=[CH:17][CH:18]=2)[N:1]=[CH:2][C:3]=1[C:7]#[N:8]. (2) Given the reactants Cl[C:2]1[C:7]([N:8]=[C:9]=[S:10])=[CH:6][CH:5]=[CH:4][N:3]=1.[CH2:11]([O:18][C:19]1[C:20]([NH2:25])=[N:21][CH:22]=[CH:23][CH:24]=1)[C:12]1[CH:17]=[CH:16][CH:15]=[CH:14][CH:13]=1, predict the reaction product. The product is: [CH2:11]([O:18][C:19]1[C:20]([NH:25][C:9]2[S:10][C:2]3[C:7]([N:8]=2)=[CH:6][CH:5]=[CH:4][N:3]=3)=[N:21][CH:22]=[CH:23][CH:24]=1)[C:12]1[CH:13]=[CH:14][CH:15]=[CH:16][CH:17]=1. (3) Given the reactants CO[CH:3](OC)[CH2:4][N:5]([CH3:24])[C:6]([C:8]1[NH:9][CH:10]=[C:11]([C:13](=[O:23])[CH2:14][C:15]2[CH:20]=[CH:19][CH:18]=[C:17]([F:21])[C:16]=2[F:22])[CH:12]=1)=[O:7].O=P(Cl)(Cl)Cl.C(Cl)Cl.CO, predict the reaction product. The product is: [F:22][C:16]1[C:17]([F:21])=[CH:18][CH:19]=[CH:20][C:15]=1[CH2:14][C:13]([C:11]1[C:12]2[CH:3]=[CH:4][N:5]([CH3:24])[C:6](=[O:7])[C:8]=2[NH:9][CH:10]=1)=[O:23]. (4) Given the reactants C[O:2][C:3]1[CH:4]=[CH:5][C:6]2[CH:10]=[CH:9][S:8][C:7]=2[CH:11]=1.Cl.N1C=CC=CC=1, predict the reaction product. The product is: [S:8]1[CH:9]=[CH:10][C:6]2[CH:5]=[CH:4][C:3]([OH:2])=[CH:11][C:7]1=2. (5) The product is: [N:26]1([CH2:6][CH2:7][CH2:8][C:9]2[CH:10]=[CH:11][C:12]3[S:17][C:16]4[N:18]=[CH:19][CH:20]=[N:21][C:15]=4[NH:14][C:13]=3[CH:25]=2)[CH:30]=[CH:29][N:28]=[CH:27]1. Given the reactants CS(O[CH2:6][CH2:7][CH2:8][C:9]1[CH:10]=[CH:11][C:12]2[S:17][C:16]3[N:18]=[CH:19][CH:20]=[N:21][C:15]=3[N:14](COC)[C:13]=2[CH:25]=1)(=O)=O.[NH:26]1[CH:30]=[CH:29][N:28]=[CH:27]1, predict the reaction product. (6) Given the reactants [O:1]=[C:2]1[CH:8](C(OCC)=O)[CH:7]([C:14]2[CH:19]=[CH:18][CH:17]=[CH:16][CH:15]=2)[CH2:6][C:5]2[CH:20]=[CH:21][CH:22]=[CH:23][C:4]=2[NH:3]1.NC1C=CC(S)=CC=1.[Li+].[Br-], predict the reaction product. The product is: [C:14]1([CH:7]2[CH2:6][C:5]3[CH:20]=[CH:21][CH:22]=[CH:23][C:4]=3[NH:3][C:2](=[O:1])[CH2:8]2)[CH:15]=[CH:16][CH:17]=[CH:18][CH:19]=1. (7) Given the reactants C1(P(C2C=CC=CC=2)CCCCP(C2C=CC=CC=2)C2C=CC=CC=2)C=CC=CC=1.[BH4-].[Na+].C([N:36]1[C:44]2[C:39](=[N:40][C:41]([C:46]3[CH:51]=[CH:50][C:49]([N:52]4[CH2:56][CH2:55][CH2:54][CH2:53]4)=[CH:48][CH:47]=3)=[C:42]([Cl:45])[CH:43]=2)[N:38]=[C:37]1[O:57][C@@H:58]1[CH2:62][O:61][C@@H:60]2[C@H:63]([O:66][Si:67]([C:70]([CH3:73])([CH3:72])[CH3:71])([CH3:69])[CH3:68])[CH2:64][O:65][C@H:59]12)C=C, predict the reaction product. The product is: [Cl:45][C:42]1[CH:43]=[C:44]2[NH:36][C:37]([O:57][C@@H:58]3[CH2:62][O:61][C@@H:60]4[C@H:63]([O:66][Si:67]([C:70]([CH3:73])([CH3:72])[CH3:71])([CH3:68])[CH3:69])[CH2:64][O:65][C@H:59]34)=[N:38][C:39]2=[N:40][C:41]=1[C:46]1[CH:51]=[CH:50][C:49]([N:52]2[CH2:56][CH2:55][CH2:54][CH2:53]2)=[CH:48][CH:47]=1. (8) Given the reactants [Cl:1][C:2]1[CH:7]=[CH:6][C:5]([S:8]([CH:11]([C:17]2[CH:22]=[C:21]([F:23])[CH:20]=[CH:19][C:18]=2[F:24])[C:12]([CH3:16])([CH3:15])[CH2:13][OH:14])(=[O:10])=[O:9])=[CH:4][CH:3]=1.[H-].[Na+].[N:27]1([C:32](Cl)=[O:33])[CH2:31][CH2:30][CH2:29][CH2:28]1.CO, predict the reaction product. The product is: [N:27]1([C:32]([O:14][CH2:13][C:12]([CH3:15])([CH3:16])[CH:11]([S:8]([C:5]2[CH:4]=[CH:3][C:2]([Cl:1])=[CH:7][CH:6]=2)(=[O:10])=[O:9])[C:17]2[CH:22]=[C:21]([F:23])[CH:20]=[CH:19][C:18]=2[F:24])=[O:33])[CH2:31][CH2:30][CH2:29][CH2:28]1.